Dataset: Catalyst prediction with 721,799 reactions and 888 catalyst types from USPTO. Task: Predict which catalyst facilitates the given reaction. (1) Reactant: [CH2:1]([N:8]1[C:13]([CH2:15][OH:16])([CH3:14])[CH2:12][O:11][CH2:10][C:9]1=[O:17])[C:2]1[CH:7]=[CH:6][CH:5]=[CH:4][CH:3]=1.[K+].[Br-].CC1(C)N([O])C(C)(C)CCC1.[O-]Cl.[Na+].Cl.[O-:35]Cl=O.[Na+]. Product: [CH2:1]([N:8]1[C:9](=[O:17])[CH2:10][O:11][CH2:12][C:13]1([CH3:14])[C:15]([OH:35])=[O:16])[C:2]1[CH:3]=[CH:4][CH:5]=[CH:6][CH:7]=1. The catalyst class is: 6. (2) Reactant: ClCCl.[O:4]1[C:9]2[CH:10]=[CH:11][C:12]([CH2:14][N:15]([CH:23]3[CH2:28][CH2:27][N:26]([CH2:29][CH2:30][N:31]4[C:40]5[C:35](=[CH:36][CH:37]=[CH:38][CH:39]=5)[C:34]([OH:41])=[CH:33][C:32]4=[O:42])[CH2:25][CH2:24]3)[C:16](=[O:22])[O:17][C:18]([CH3:21])([CH3:20])[CH3:19])=[CH:13][C:8]=2[O:7][CH2:6][CH2:5]1.[F:43][C:44]([F:57])([F:56])[S:45](O[S:45]([C:44]([F:57])([F:56])[F:43])(=[O:47])=[O:46])(=[O:47])=[O:46].[Cl-].[NH4+]. Product: [O:4]1[C:9]2[CH:10]=[CH:11][C:12]([CH2:14][N:15]([CH:23]3[CH2:28][CH2:27][N:26]([CH2:29][CH2:30][N:31]4[C:40]5[C:35](=[CH:36][CH:37]=[CH:38][CH:39]=5)[C:34]([O:41][S:45]([C:44]([F:57])([F:56])[F:43])(=[O:47])=[O:46])=[CH:33][C:32]4=[O:42])[CH2:25][CH2:24]3)[C:16](=[O:22])[O:17][C:18]([CH3:21])([CH3:20])[CH3:19])=[CH:13][C:8]=2[O:7][CH2:6][CH2:5]1. The catalyst class is: 542. (3) Reactant: [F:1][C:2]([F:17])([F:16])[CH:3]([C:12]([F:15])([F:14])[F:13])[O:4][CH2:5][CH2:6][CH2:7][S:8](Cl)(=[O:10])=[O:9].[CH3:18][N:19]([CH2:21][CH2:22][CH2:23][NH2:24])[CH3:20]. Product: [CH3:18][N:19]([CH3:20])[CH2:21][CH2:22][CH2:23][NH:24][S:8]([CH2:7][CH2:6][CH2:5][O:4][CH:3]([C:12]([F:15])([F:14])[F:13])[C:2]([F:17])([F:16])[F:1])(=[O:10])=[O:9]. The catalyst class is: 22.